This data is from Forward reaction prediction with 1.9M reactions from USPTO patents (1976-2016). The task is: Predict the product of the given reaction. (1) Given the reactants C(OC(=O)NC1C=CC=C([CH2:14][N:15]2[CH:19]=[CH:18][C:17]([NH:20][C:21](=[O:40])[C@@H:22]([C:29]3[CH:34]=[CH:33][C:32]([S:35]([CH3:38])(=[O:37])=[O:36])=[C:31](Cl)[CH:30]=3)[CH2:23][CH:24]3[CH2:28][CH2:27][CH2:26][CH2:25]3)=[N:16]2)C=1)(C)(C)C.C(Cl)(=O)C(Cl)=O.NC1C=CN([CH2:54][C:55](C)([OH:57])[CH3:56])N=1.N1C(C)=CC=CC=1C, predict the reaction product. The product is: [CH:24]1([CH2:23][C@H:22]([C:29]2[CH:30]=[CH:31][C:32]([S:35]([CH3:38])(=[O:37])=[O:36])=[CH:33][CH:34]=2)[C:21]([NH:20][C:17]2[CH:18]=[CH:19][N:15]([CH2:14][C:55]([OH:57])([CH3:56])[CH3:54])[N:16]=2)=[O:40])[CH2:28][CH2:27][CH2:26][CH2:25]1. (2) Given the reactants [NH:1]1[CH2:6][CH2:5][CH:4]([C:7]([O:9][CH2:10][CH3:11])=[O:8])[CH2:3][CH2:2]1.C([O-])(O)=O.[Na+].[CH2:17](Cl)[C:18]1[CH:23]=[CH:22][CH:21]=[CH:20][CH:19]=1.CCCCCC, predict the reaction product. The product is: [CH2:17]([N:1]1[CH2:6][CH2:5][CH:4]([C:7]([O:9][CH2:10][CH3:11])=[O:8])[CH2:3][CH2:2]1)[C:18]1[CH:23]=[CH:22][CH:21]=[CH:20][CH:19]=1. (3) Given the reactants CCN(C(C)C)C(C)C.[F:10][C:11]1[CH:12]=[C:13]([C:17]2[O:21][N:20]=[C:19]([C:22]([OH:24])=O)[CH:18]=2)[CH:14]=[CH:15][CH:16]=1.C1(C2ON=C(C(O)=O)C=2)C=CC=CC=1.FC1C=C(C(=O)C)C=CC=1.C1C=CC2N(O)N=NC=2C=1.CCN=C=NCCCN(C)C.Cl.Cl.[NH2:72][CH2:73][C:74]([N:76]1[CH2:81][CH2:80][CH:79]([O:82][C:83]2[CH:84]=[N:85][CH:86]=[C:87]([Cl:89])[CH:88]=2)[CH2:78][CH2:77]1)=[O:75], predict the reaction product. The product is: [Cl:89][C:87]1[CH:88]=[C:83]([O:82][CH:79]2[CH2:78][CH2:77][N:76]([C:74](=[O:75])[CH2:73][NH:72][C:22]([C:19]3[CH:18]=[C:17]([C:13]4[CH:14]=[CH:15][CH:16]=[C:11]([F:10])[CH:12]=4)[O:21][N:20]=3)=[O:24])[CH2:81][CH2:80]2)[CH:84]=[N:85][CH:86]=1. (4) Given the reactants COP([C:7](=[N+:11]=[N-])[C:8](=O)[CH3:9])(=O)OC.[C:13]([NH:17][C:18]1C(C=O)=N[C:21]2[C:26]([N:27]=1)=[C:25]([C:28]1[NH:36][C:35]3[CH2:34][CH2:33][NH:32][C:31](=[O:37])[C:30]=3[CH:29]=1)[CH:24]=[CH:23][CH:22]=2)([CH3:16])([CH3:15])[CH3:14].C([O-])([O-])=O.[K+].[K+].CO.C(Cl)Cl, predict the reaction product. The product is: [C:13]([NH:17][C:18]1[C:7]([C:8]#[CH:9])=[N:11][C:21]2[C:26]([N:27]=1)=[C:25]([C:28]1[NH:36][C:35]3[CH2:34][CH2:33][NH:32][C:31](=[O:37])[C:30]=3[CH:29]=1)[CH:24]=[CH:23][CH:22]=2)([CH3:16])([CH3:14])[CH3:15]. (5) Given the reactants [Cr](Cl)([O-])(=O)=O.[NH+]1C=CC=CC=1.[CH2:12]([CH:14]1[CH2:19][CH2:18][CH2:17][CH2:16][CH:15]1[OH:20])[CH3:13], predict the reaction product. The product is: [CH2:12]([CH:14]1[CH2:19][CH2:18][CH2:17][CH2:16][C:15]1=[O:20])[CH3:13]. (6) Given the reactants [N+:1]([C:4]1[CH:5]=[C:6]([NH:10][C:11](=[O:17])[O:12][C:13]([CH3:16])([CH3:15])[CH3:14])[CH:7]=[CH:8][CH:9]=1)([O-:3])=[O:2].N#N.[H-].[Na+].[CH3:22]I, predict the reaction product. The product is: [CH3:22][N:10]([C:6]1[CH:7]=[CH:8][CH:9]=[C:4]([N+:1]([O-:3])=[O:2])[CH:5]=1)[C:11](=[O:17])[O:12][C:13]([CH3:14])([CH3:16])[CH3:15]. (7) Given the reactants [CH3:1][C:2]1[CH:8]=[CH:7][C:6]([O:9][CH2:10][CH:11]=[CH2:12])=[CH:5][C:3]=1[NH2:4].[Cl:13][C:14]1[N:19]=[C:18](Cl)[CH:17]=[CH:16][N:15]=1.C([O-])(O)=O.[Na+].ClN1C=CC(Cl)=NC1, predict the reaction product. The product is: [Cl:13][C:14]1[N:19]=[C:18]([NH:4][C:3]2[CH:5]=[C:6]([O:9][CH2:10][CH:11]=[CH2:12])[CH:7]=[CH:8][C:2]=2[CH3:1])[CH:17]=[CH:16][N:15]=1. (8) Given the reactants [CH3:1][C:2]1[CH:7]=[CH:6][N:5]=[C:4]([C:8]2([OH:14])[CH2:13][CH2:12][NH:11][CH2:10][CH2:9]2)[CH:3]=1.Cl[C:16]1[CH:17]=[CH:18][C:19]2[N:20]([C:22]([C:25]([F:28])([F:27])[F:26])=[N:23][N:24]=2)[N:21]=1, predict the reaction product. The product is: [CH3:1][C:2]1[CH:7]=[CH:6][N:5]=[C:4]([C:8]2([OH:14])[CH2:13][CH2:12][N:11]([C:16]3[CH:17]=[CH:18][C:19]4[N:20]([C:22]([C:25]([F:26])([F:28])[F:27])=[N:23][N:24]=4)[N:21]=3)[CH2:10][CH2:9]2)[CH:3]=1.